Task: Regression. Given a peptide amino acid sequence and an MHC pseudo amino acid sequence, predict their binding affinity value. This is MHC class II binding data.. Dataset: Peptide-MHC class II binding affinity with 134,281 pairs from IEDB (1) The peptide sequence is NLCCSQWGWCGSTDE. The MHC is DRB1_0701 with pseudo-sequence DRB1_0701. The binding affinity (normalized) is 0.0317. (2) The peptide sequence is QGSVITVQGADDIKK. The MHC is DRB1_0901 with pseudo-sequence DRB1_0901. The binding affinity (normalized) is 0.149. (3) The peptide sequence is RREVHIYYLEKANKI. The MHC is DRB1_0101 with pseudo-sequence DRB1_0101. The binding affinity (normalized) is 0.674. (4) The binding affinity (normalized) is 0.261. The MHC is DRB5_0101 with pseudo-sequence DRB5_0101. The peptide sequence is RGVLLLSTRDLAFAG. (5) The peptide sequence is RRRVMIQSSGGKLRL. The MHC is DRB1_1501 with pseudo-sequence DRB1_1501. The binding affinity (normalized) is 0.884.